This data is from Forward reaction prediction with 1.9M reactions from USPTO patents (1976-2016). The task is: Predict the product of the given reaction. Given the reactants [H-].[Na+].CO[C:5]1[CH:6]=[CH:7][C:8]([N+:12]([O-:14])=[O:13])=[C:9]([CH:11]=1)[NH2:10].[C:15](O[C:15]([O:17][C:18]([CH3:21])([CH3:20])[CH3:19])=[O:16])([O:17][C:18]([CH3:21])([CH3:20])[CH3:19])=[O:16].[O:30]1CCC[CH2:31]1, predict the reaction product. The product is: [C:18]([O:17][C:15]([NH:10][C:9]1[C:11]([O:30][CH3:31])=[CH:5][CH:6]=[CH:7][C:8]=1[N+:12]([O-:14])=[O:13])=[O:16])([CH3:21])([CH3:20])[CH3:19].